Dataset: Forward reaction prediction with 1.9M reactions from USPTO patents (1976-2016). Task: Predict the product of the given reaction. (1) Given the reactants Br[CH:2]([C:8]1[CH:13]=[CH:12][C:11]([S:14]([CH:17]2[CH2:19][CH2:18]2)(=[O:16])=[O:15])=[CH:10][CH:9]=1)[C:3]([O:5][CH2:6][CH3:7])=[O:4].[F:20][C:21]1[CH:27]=[C:26]([F:28])[CH:25]=[CH:24][C:22]=1[NH2:23], predict the reaction product. The product is: [CH:17]1([S:14]([C:11]2[CH:12]=[CH:13][C:8]([CH:2]([NH:23][C:22]3[CH:24]=[CH:25][C:26]([F:28])=[CH:27][C:21]=3[F:20])[C:3]([O:5][CH2:6][CH3:7])=[O:4])=[CH:9][CH:10]=2)(=[O:16])=[O:15])[CH2:19][CH2:18]1. (2) Given the reactants C(O[C:6]([N:8]1[CH2:13][CH2:12][N:11]([C:14]2C(=O)N(CC(C)C)N=[C:18]([C:21]3[CH:26]=[CH:25][C:24](C)=C(F)C=3)[C:19]=2C)[CH2:10][CH2:9]1)=O)(C)(C)C.[F:34][C:35]1[CH:40]=[CH:39][C:38]([C:41]2[C:42](C)=[C:43](OS(C)(=O)=O)[C:44](=[O:51])[N:45]([CH2:47][CH:48]([CH3:50])[CH3:49])[N:46]=2)=[CH:37][C:36]=1[CH3:58].C(N1CCNCC1)C1C=CC=CC=1, predict the reaction product. The product is: [CH2:14]([N:11]1[CH2:10][CH2:9][N:8]([CH2:6][C:43]2[C:44](=[O:51])[N:45]([CH2:47][CH:48]([CH3:49])[CH3:50])[N:46]=[C:41]([C:38]3[CH:39]=[CH:40][C:35]([F:34])=[C:36]([CH3:58])[CH:37]=3)[CH:42]=2)[CH2:13][CH2:12]1)[C:19]1[CH:18]=[CH:21][CH:26]=[CH:25][CH:24]=1.